This data is from Catalyst prediction with 721,799 reactions and 888 catalyst types from USPTO. The task is: Predict which catalyst facilitates the given reaction. Reactant: [Br:1][C:2]1[CH:7]=[CH:6][CH:5]=[C:4]([CH3:8])[C:3]=1[Cl:9].[Br:10]N1C(=O)CCC1=O.C(OOC(=O)C1C=CC=CC=1)(=O)C1C=CC=CC=1. Product: [Br:1][C:2]1[CH:7]=[CH:6][CH:5]=[C:4]([CH2:8][Br:10])[C:3]=1[Cl:9]. The catalyst class is: 53.